Dataset: Catalyst prediction with 721,799 reactions and 888 catalyst types from USPTO. Task: Predict which catalyst facilitates the given reaction. Reactant: S(=O)(=O)(O)[O-].[K+].[C:7]([O:11][C:12]([NH:14][C@@H:15]([C:19]1[CH:24]=[CH:23][C:22]([Cl:25])=[CH:21][CH:20]=1)[C:16]([O-:18])=[O:17])=[O:13])([CH3:10])([CH3:9])[CH3:8].[CH:26]1([NH2+]C2CCCCC2)CCCCC1.C[Si](C=[N+]=[N-])(C)C.CCCCCC. Product: [CH3:26][O:17][C:16](=[O:18])[C@@H:15]([NH:14][C:12]([O:11][C:7]([CH3:10])([CH3:8])[CH3:9])=[O:13])[C:19]1[CH:24]=[CH:23][C:22]([Cl:25])=[CH:21][CH:20]=1. The catalyst class is: 28.